This data is from Reaction yield outcomes from USPTO patents with 853,638 reactions. The task is: Predict the reaction yield, written as a fraction of the theoretical maximum amount of product (1.0 means a 100% yield; for example, 0.34 means a 34% yield). (1) The reactants are C1N=CN(C(N2C=NC=C2)=O)C=1.[CH3:13][C:14]1([C:17]([OH:19])=O)[CH2:16][CH2:15]1.[Cl:20][C:21]1[CH:34]=[C:33]([CH2:35][N:36]2[CH2:40][CH2:39][CH2:38][CH2:37]2)[C:32]([Cl:41])=[CH:31][C:22]=1[O:23][C@H:24]1[CH2:27][C@H:26]([CH2:28][NH:29][CH3:30])[CH2:25]1. The catalyst is C1COCC1. The product is [ClH:20].[Cl:20][C:21]1[CH:34]=[C:33]([CH2:35][N:36]2[CH2:40][CH2:39][CH2:38][CH2:37]2)[C:32]([Cl:41])=[CH:31][C:22]=1[O:23][C@H:24]1[CH2:25][C@H:26]([CH2:28][N:29]([CH3:30])[C:17]([C:14]2([CH3:13])[CH2:16][CH2:15]2)=[O:19])[CH2:27]1. The yield is 0.320. (2) The reactants are [H-].[Na+].[F:3][C:4]([F:19])([F:18])[CH:5]([C:7]1[CH:12]=[CH:11][CH:10]=[CH:9][C:8]=1[C:13]1[O:14][CH:15]=[CH:16][CH:17]=1)[OH:6].[Cl:20][C:21]1[CH:26]=[C:25](Cl)[N:24]=[CH:23][N:22]=1.O. The catalyst is C1COCC1.C(OCC)(=O)C. The product is [Cl:20][C:21]1[CH:26]=[C:25]([O:6][CH:5]([C:7]2[CH:12]=[CH:11][CH:10]=[CH:9][C:8]=2[C:13]2[O:14][CH:15]=[CH:16][CH:17]=2)[C:4]([F:3])([F:18])[F:19])[N:24]=[CH:23][N:22]=1. The yield is 0.800. (3) The reactants are [CH3:1][S:2]([N:5]1[CH2:15][CH:14]2[CH2:16][CH:7]([C:8]3[C:13]2=[CH:12][C:11]([N+:17]([O-])=O)=[CH:10][CH:9]=3)[CH2:6]1)(=[O:4])=[O:3].[H][H]. The catalyst is CCO.C(Cl)Cl.[Pd]. The product is [CH3:1][S:2]([N:5]1[CH2:15][CH:14]2[CH2:16][CH:7]([C:8]3[C:13]2=[CH:12][C:11]([NH2:17])=[CH:10][CH:9]=3)[CH2:6]1)(=[O:4])=[O:3]. The yield is 0.990. (4) The reactants are [CH3:1][NH:2][C:3]([C:5]1[CH:6]=[C:7]([CH:18]=[CH:19][CH:20]=1)[O:8][C:9]1[CH:14]=[CH:13][C:12]([N+:15]([O-])=O)=[CH:11][CH:10]=1)=[O:4]. The catalyst is CCOC(C)=O.[Pd]. The product is [CH3:1][NH:2][C:3]([C:5]1[CH:6]=[C:7]([CH:18]=[CH:19][CH:20]=1)[O:8][C:9]1[CH:14]=[CH:13][C:12]([NH2:15])=[CH:11][CH:10]=1)=[O:4]. The yield is 0.560. (5) The reactants are [CH3:1][C:2]1[C:6]([CH2:7][N:8]2[CH:12]=[C:11]([N:13]3[C:17](=[O:18])[CH2:16][NH:15][C:14]3=[O:19])[CH:10]=[N:9]2)=[C:5]([CH3:20])[O:4][N:3]=1.Br[CH2:22][C:23]1[CH:27]=[C:26]([CH3:28])[N:25]([CH3:29])[N:24]=1. No catalyst specified. The product is [CH3:29][N:25]1[C:26]([CH3:28])=[CH:27][C:23]([CH2:22][N:15]2[CH2:16][C:17](=[O:18])[N:13]([C:11]3[CH:10]=[N:9][N:8]([CH2:7][C:6]4[C:2]([CH3:1])=[N:3][O:4][C:5]=4[CH3:20])[CH:12]=3)[C:14]2=[O:19])=[N:24]1. The yield is 0.220.